Dataset: Forward reaction prediction with 1.9M reactions from USPTO patents (1976-2016). Task: Predict the product of the given reaction. (1) Given the reactants [CH2:1]([N:8]1[CH2:13][CH2:12][N:11]([C:14]2[CH:21]=[CH:20][CH:19]=[CH:18][C:15]=2C#N)[CH2:10][CH2:9]1)[C:2]1[CH:7]=[CH:6][CH:5]=[CH:4][CH:3]=1.C[Mg+].[Br-].Cl.CCO[C:29]([CH3:31])=[O:30], predict the reaction product. The product is: [CH2:1]([N:8]1[CH2:9][CH2:10][N:11]([C:14]2[CH:21]=[CH:20][CH:19]=[CH:18][C:15]=2[C:29](=[O:30])[CH3:31])[CH2:12][CH2:13]1)[C:2]1[CH:3]=[CH:4][CH:5]=[CH:6][CH:7]=1. (2) Given the reactants [Br:1][C:2]1[CH:7]=[CH:6][C:5]([C@@H:8]([NH2:10])[CH3:9])=[CH:4][CH:3]=1.C([O-])([O-])=O.[Na+].[Na+].[O:17](C(OC(C)(C)C)=O)[C:18]([O:20][C:21]([CH3:24])([CH3:23])[CH3:22])=O, predict the reaction product. The product is: [Br:1][C:2]1[CH:7]=[CH:6][C:5]([C@@H:8]([NH:10][C:18](=[O:17])[O:20][C:21]([CH3:24])([CH3:23])[CH3:22])[CH3:9])=[CH:4][CH:3]=1. (3) Given the reactants [CH2:1]([N:8]([CH3:23])[C:9]1[C:10]([NH2:22])=[CH:11][CH:12]=[C:13]([CH2:15][N:16]2[CH2:21][CH2:20][O:19][CH2:18][CH2:17]2)[CH:14]=1)[C:2]1[CH:7]=[CH:6][CH:5]=[CH:4][CH:3]=1.C(O[CH:27]=[C:28]([C:34]([O:36][CH2:37][CH3:38])=[O:35])[C:29]([O:31][CH2:32][CH3:33])=[O:30])C, predict the reaction product. The product is: [CH2:1]([N:8]([CH3:23])[C:9]1[CH:14]=[C:13]([CH2:15][N:16]2[CH2:17][CH2:18][O:19][CH2:20][CH2:21]2)[CH:12]=[CH:11][C:10]=1[NH:22][CH:27]=[C:28]([C:29]([O:31][CH2:32][CH3:33])=[O:30])[C:34]([O:36][CH2:37][CH3:38])=[O:35])[C:2]1[CH:3]=[CH:4][CH:5]=[CH:6][CH:7]=1. (4) Given the reactants [N:1]([O-])=O.[Na+].[Br:5][C:6]1[CH:12]=[C:11]([N+:13]([O-:15])=[O:14])[CH:10]=[C:9]([CH3:16])[C:7]=1[NH2:8].CC(O)=O, predict the reaction product. The product is: [Br:5][C:6]1[CH:12]=[C:11]([N+:13]([O-:15])=[O:14])[CH:10]=[C:9]2[C:7]=1[NH:8][N:1]=[CH:16]2. (5) Given the reactants [CH:1]1([C:4]2[C:5]([CH2:18][CH2:19][C:20](O)=[O:21])=[N:6][O:7][C:8]=2[CH:9]2[CH2:12][CH:11]([CH2:13][C:14]([CH3:17])([CH3:16])[CH3:15])[CH2:10]2)[CH2:3][CH2:2]1.C(#N)C.[CH2:26]([C@H:33]1[CH2:37][O:36][C:35](=[O:38])[NH:34]1)[C:27]1[CH:32]=[CH:31][CH:30]=[CH:29][CH:28]=1.CCN=C=NCCCN(C)C.Cl, predict the reaction product. The product is: [CH2:26]([C@H:33]1[CH2:37][O:36][C:35](=[O:38])[N:34]1[C:20](=[O:21])[CH2:19][CH2:18][C:5]1[C:4]([CH:1]2[CH2:2][CH2:3]2)=[C:8]([CH:9]2[CH2:12][CH:11]([CH2:13][C:14]([CH3:16])([CH3:15])[CH3:17])[CH2:10]2)[O:7][N:6]=1)[C:27]1[CH:28]=[CH:29][CH:30]=[CH:31][CH:32]=1. (6) Given the reactants [F:1][C:2]([F:35])([F:34])[C:3]1[CH:33]=[CH:32][C:6]([O:7][CH2:8][CH:9]2[CH2:14][CH2:13][CH2:12][N:11]([CH2:15][C:16]([C:18]3([C:22]4[CH:27]=[CH:26][C:25]([C:28]([F:31])([F:30])[F:29])=[CH:24][CH:23]=4)[CH2:21][CH2:20][CH2:19]3)=[O:17])[CH2:10]2)=[CH:5][CH:4]=1.[BH4-].[Na+].O, predict the reaction product. The product is: [F:34][C:2]([F:1])([F:35])[C:3]1[CH:4]=[CH:5][C:6]([O:7][CH2:8][CH:9]2[CH2:14][CH2:13][CH2:12][N:11]([CH2:15][CH:16]([C:18]3([C:22]4[CH:23]=[CH:24][C:25]([C:28]([F:31])([F:29])[F:30])=[CH:26][CH:27]=4)[CH2:21][CH2:20][CH2:19]3)[OH:17])[CH2:10]2)=[CH:32][CH:33]=1. (7) Given the reactants [Cl:1][C:2]([Cl:7])([Cl:6])[C:3](Cl)=[O:4].O[N:9]=[C:10]([C:12]1[NH:16][C:15]2[CH:17]=[CH:18][CH:19]=[CH:20][C:14]=2[N:13]=1)[NH2:11].ClC(Cl)(Cl)C(O)=O.C([O-])(O)=O.[Na+], predict the reaction product. The product is: [Cl:1][C:2]([Cl:7])([Cl:6])[C:3]1[O:4][N:9]=[C:10]([C:12]2[NH:13][C:14]3[CH:20]=[CH:19][CH:18]=[CH:17][C:15]=3[N:16]=2)[N:11]=1. (8) Given the reactants [CH2:1]([NH:8][C:9]1[CH:14]=[CH:13][CH:12]=[C:11]([O:15][CH2:16][C:17]2[CH:22]=[CH:21][CH:20]=[CH:19][CH:18]=2)[C:10]=1[N+:23]([O-])=O)[C:2]1[CH:7]=[CH:6][CH:5]=[CH:4][CH:3]=1.S([O-])([O-])=S.[Na+].[Na+], predict the reaction product. The product is: [CH2:1]([NH:8][C:9]1[C:10]([NH2:23])=[C:11]([O:15][CH2:16][C:17]2[CH:22]=[CH:21][CH:20]=[CH:19][CH:18]=2)[CH:12]=[CH:13][CH:14]=1)[C:2]1[CH:3]=[CH:4][CH:5]=[CH:6][CH:7]=1. (9) Given the reactants C([O:8][C@@H:9]1[C@@H:17]([O:18]CC2C=CC=CC=2)[C@H:16]([O:26]CC2C=CC=CC=2)[C:12]2([CH2:15][O:14][CH2:13]2)[O:11][C@H:10]1[C:34]1[CH:39]=[CH:38][C:37]([Cl:40])=[C:36]([CH2:41][C:42]2[CH:47]=[CH:46][C:45]([O:48][CH2:49][CH3:50])=[CH:44][CH:43]=2)[CH:35]=1)C1C=CC=CC=1.C(O)=O, predict the reaction product. The product is: [Cl:40][C:37]1[CH:38]=[CH:39][C:34]([C@H:10]2[C@H:9]([OH:8])[C@@H:17]([OH:18])[C@H:16]([OH:26])[C:12]3([CH2:13][O:14][CH2:15]3)[O:11]2)=[CH:35][C:36]=1[CH2:41][C:42]1[CH:47]=[CH:46][C:45]([O:48][CH2:49][CH3:50])=[CH:44][CH:43]=1. (10) Given the reactants [H-].[Na+].[N:3]1[CH:8]=[CH:7][CH:6]=[CH:5][C:4]=1[C:9]1[CH:14]=[CH:13][C:12]([C:15]2[C:16](=[O:25])[NH:17][C:18]3([CH2:24][CH2:23][CH2:22][O:21][CH2:20]3)[N:19]=2)=[CH:11][CH:10]=1.Br[CH2:27][C:28]([NH:30][C:31]1[CH:36]=[CH:35][CH:34]=[C:33]([C:37]([F:40])([F:39])[F:38])[CH:32]=1)=[O:29], predict the reaction product. The product is: [O:25]=[C:16]1[C:15]([C:12]2[CH:11]=[CH:10][C:9]([C:4]3[CH:5]=[CH:6][CH:7]=[CH:8][N:3]=3)=[CH:14][CH:13]=2)=[N:19][C:18]2([CH2:24][CH2:23][CH2:22][O:21][CH2:20]2)[N:17]1[CH2:27][C:28]([NH:30][C:31]1[CH:36]=[CH:35][CH:34]=[C:33]([C:37]([F:38])([F:39])[F:40])[CH:32]=1)=[O:29].